From a dataset of Full USPTO retrosynthesis dataset with 1.9M reactions from patents (1976-2016). Predict the reactants needed to synthesize the given product. (1) Given the product [ClH:32].[CH:34]1([C:37]2[C:38]([CH2:51][N:52]3[CH2:57][CH2:56][O:55][C@H:54]([CH2:58][C:59]4[CH:60]=[C:61]([Cl:66])[CH:62]=[C:63]([Cl:65])[CH:64]=4)[CH2:53]3)=[CH:39][C:40]([F:50])=[C:41]([CH:49]=2)[C:42]([OH:44])=[O:43])[CH2:36][CH2:35]1, predict the reactants needed to synthesize it. The reactants are: C1(C2C(CN3CCO[C@H](CC4C=CC([Cl:32])=C(Cl)C=4)C3)=CC(F)=C(C=2)C(OC(C)(C)C)=O)CC1.[CH:34]1([C:37]2[C:38]([CH2:51][N:52]3[CH2:57][CH2:56][O:55][C@H:54]([CH2:58][C:59]4[CH:64]=[C:63]([Cl:65])[CH:62]=[C:61]([Cl:66])[CH:60]=4)[CH2:53]3)=[CH:39][C:40]([F:50])=[C:41]([CH:49]=2)[C:42]([O:44]C(C)(C)C)=[O:43])[CH2:36][CH2:35]1. (2) Given the product [C:18]([N:16]1[CH2:15][CH:14]([CH2:13][O:12][C:11]2[CH:10]=[CH:9][C:8]([C:25]3[CH:26]=[C:27]4[C:31](=[CH:32][C:33]=3[Cl:34])[NH:30][CH:29]=[C:28]4[CH:35]=[O:36])=[CH:22][CH:21]=2)[CH2:17]1)(=[O:20])[CH3:19], predict the reactants needed to synthesize it. The reactants are: CC1(C)COB([C:8]2[CH:22]=[CH:21][C:11]([O:12][CH2:13][CH:14]3[CH2:17][N:16]([C:18](=[O:20])[CH3:19])[CH2:15]3)=[CH:10][CH:9]=2)OC1.Br[C:25]1[CH:26]=[C:27]2[C:31](=[CH:32][C:33]=1[Cl:34])[NH:30][CH:29]=[C:28]2[CH:35]=[O:36]. (3) Given the product [CH2:14]([O:13][C:11]([C:6]1[N:7]=[C:8]([CH3:10])[O:9][C:5]=1[CH2:4][NH:3][C:40]([C:37]1[CH:36]=[C:35]([NH:34][C:32](=[O:33])[C:31]2[CH:43]=[C:44]([F:45])[C:28]([F:27])=[CH:29][C:30]=2[CH3:46])[NH:39][N:38]=1)=[O:41])=[O:12])[CH3:15], predict the reactants needed to synthesize it. The reactants are: Cl.Cl.[NH2:3][CH2:4][C:5]1[O:9][C:8]([CH3:10])=[N:7][C:6]=1[C:11]([O:13][CH2:14][CH3:15])=[O:12].O.ON1C2C=CC=CC=2N=N1.[F:27][C:28]1[C:44]([F:45])=[CH:43][C:31]([C:32]([NH:34][C:35]2[NH:39][N:38]=[C:37]([C:40](O)=[O:41])[CH:36]=2)=[O:33])=[C:30]([CH3:46])[CH:29]=1.CCN=C=NCCCN(C)C.Cl.C(=O)([O-])O.[Na+]. (4) Given the product [CH3:1][N:2]1[C:10]2[C:5](=[CH:6][CH:7]=[CH:8][CH:9]=2)[CH:4]=[C:3]1[C:11]([NH:13][C@H:14]([C:18]([NH:20][CH:21]([C:30](=[O:43])[CH2:31][O:32][C:33]1[C:38]([F:39])=[C:37]([F:40])[CH:36]=[C:35]([F:41])[C:34]=1[F:42])[CH2:22][C:23]([OH:25])=[O:24])=[O:19])[CH:15]([CH3:17])[CH3:16])=[O:12], predict the reactants needed to synthesize it. The reactants are: [CH3:1][N:2]1[C:10]2[C:5](=[CH:6][CH:7]=[CH:8][CH:9]=2)[CH:4]=[C:3]1[C:11]([NH:13][C@H:14]([C:18]([NH:20][CH:21]([C:30](=[O:43])[CH2:31][O:32][C:33]1[C:38]([F:39])=[C:37]([F:40])[CH:36]=[C:35]([F:41])[C:34]=1[F:42])[CH2:22][C:23]([O:25]C(C)(C)C)=[O:24])=[O:19])[CH:15]([CH3:17])[CH3:16])=[O:12].C(O)(C(F)(F)F)=O. (5) Given the product [CH2:13]([O:15][C:16]([C:18]1[CH:23]=[CH:22][CH:21]=[C:20]([CH2:24][O:10][C:9]2[CH:8]=[CH:7][CH:6]=[C:3]([CH:4]=[O:5])[C:2]=2[O:1][CH2:27][C:28]#[N:29])[N:19]=1)=[O:17])[CH3:14], predict the reactants needed to synthesize it. The reactants are: [OH:1][C:2]1[C:9]([OH:10])=[CH:8][CH:7]=[CH:6][C:3]=1[CH:4]=[O:5].[H-].[Na+].[CH2:13]([O:15][C:16]([C:18]1[CH:23]=[CH:22][CH:21]=[C:20]([CH2:24]Br)[N:19]=1)=[O:17])[CH3:14].Br[CH2:27][C:28]#[N:29].[NH4+].[Cl-]. (6) The reactants are: Cl[C:2]1[N:3]=[C:4]2[C:9](=[CH:10][CH:11]=1)[N:8]=[CH:7][C:6]([C:12](=[O:15])[CH2:13][CH3:14])=[C:5]2[NH:16][C:17]1[CH:18]=[CH:19][C:20]([N:23]2[CH2:28][CH2:27][CH2:26][C@@H:25]([NH:29][C:30](=[O:36])[O:31][C:32]([CH3:35])([CH3:34])[CH3:33])[CH2:24]2)=[N:21][CH:22]=1.[Cl:37][C:38]1[CH:43]=[C:42](B2OC(C)(C)C(C)(C)O2)[CH:41]=[C:40]([F:53])[C:39]=1[OH:54]. Given the product [Cl:37][C:38]1[CH:43]=[C:42]([C:2]2[N:3]=[C:4]3[C:9](=[CH:10][CH:11]=2)[N:8]=[CH:7][C:6]([C:12](=[O:15])[CH2:13][CH3:14])=[C:5]3[NH:16][C:17]2[CH:18]=[CH:19][C:20]([N:23]3[CH2:28][CH2:27][CH2:26][C@@H:25]([NH:29][C:30](=[O:36])[O:31][C:32]([CH3:34])([CH3:33])[CH3:35])[CH2:24]3)=[N:21][CH:22]=2)[CH:41]=[C:40]([F:53])[C:39]=1[OH:54], predict the reactants needed to synthesize it. (7) Given the product [Cl:28][C:29]1[N:37]=[CH:36][CH:35]=[CH:34][C:30]=1[C:31]([NH:1][C:2]1[C:3]([Cl:9])=[N:4][CH:5]=[CH:6][C:7]=1[CH3:8])=[O:32], predict the reactants needed to synthesize it. The reactants are: [NH2:1][C:2]1[C:3]([Cl:9])=[N:4][CH:5]=[CH:6][C:7]=1[CH3:8].C1CCCCC1.O1CCOCC1.N1C=CC=CC=1.[Cl:28][C:29]1[N:37]=[CH:36][CH:35]=[CH:34][C:30]=1[C:31](Cl)=[O:32]. (8) Given the product [NH2:15][C:16]1[CH:25]=[C:24]([Cl:26])[C:19]([C:20]([O:22][CH3:23])=[O:21])=[C:18]([Cl:27])[C:17]=1[C:28]#[CH:29], predict the reactants needed to synthesize it. The reactants are: NC1C=CC(C(OC)=O)=C(Cl)C=1C#C.[NH2:15][C:16]1[CH:25]=[C:24]([Cl:26])[C:19]([C:20]([O:22][CH3:23])=[O:21])=[C:18]([Cl:27])[C:17]=1[C:28]#[C:29][Si](C)(C)C. (9) Given the product [N:15]1([C:12]([C:9]2[O:10][C:11]3[C:3]([O:2][CH3:1])=[CH:4][CH:5]=[CH:6][C:7]=3[CH:8]=2)=[O:14])[CH2:19][CH2:18][CH2:17][CH2:16]1, predict the reactants needed to synthesize it. The reactants are: [CH3:1][O:2][C:3]1[C:11]2[O:10][C:9]([C:12]([OH:14])=O)=[CH:8][C:7]=2[CH:6]=[CH:5][CH:4]=1.[NH:15]1[CH2:19][CH2:18][CH2:17][CH2:16]1.